Predict the reactants needed to synthesize the given product. From a dataset of Full USPTO retrosynthesis dataset with 1.9M reactions from patents (1976-2016). (1) Given the product [Cl:1][C:2]1[CH:3]=[CH:4][C:5]([CH2:6][N:7]2[C:12]3[S:13][C:14]4[CH2:19][NH:18][CH2:17][CH2:16][C:15]=4[C:11]=3[C:10]3=[N:27][CH:28]=[N:29][N:9]3[C:8]2=[O:30])=[CH:31][CH:32]=1, predict the reactants needed to synthesize it. The reactants are: [Cl:1][C:2]1[CH:32]=[CH:31][C:5]([CH2:6][N:7]2[C:12]3[S:13][C:14]4[CH2:19][N:18](C(OC(C)(C)C)=O)[CH2:17][CH2:16][C:15]=4[C:11]=3[C:10]3=[N:27][CH:28]=[N:29][N:9]3[C:8]2=[O:30])=[CH:4][CH:3]=1.Cl. (2) Given the product [Br:1][C:2]1[CH:3]=[CH:4][C:5]2[C:22](=[O:21])[C:23](=[O:26])[C:8]3[C:13]([C:14]=2[CH:15]=1)=[CH:12][C:11]([Br:16])=[CH:10][CH:9]=3, predict the reactants needed to synthesize it. The reactants are: [Br:1][C:2]1[CH:3]=[CH:4][C:5]2CC[C:8]3[C:13]([C:14]=2[CH:15]=1)=[CH:12][C:11]([Br:16])=[CH:10][CH:9]=3.Cl.C([O:21][CH2:22][CH3:23])(=O)C.C(OC(=O)C)(=[O:26])C.